Dataset: Peptide-MHC class I binding affinity with 185,985 pairs from IEDB/IMGT. Task: Regression. Given a peptide amino acid sequence and an MHC pseudo amino acid sequence, predict their binding affinity value. This is MHC class I binding data. (1) The peptide sequence is KEPFQSYVDRF. The MHC is Mamu-B01 with pseudo-sequence Mamu-B01. The binding affinity (normalized) is 0. (2) The peptide sequence is QAQENAINI. The MHC is H-2-Db with pseudo-sequence H-2-Db. The binding affinity (normalized) is 0.157. (3) The peptide sequence is LLDTASALYR. The MHC is Patr-A0101 with pseudo-sequence Patr-A0101. The binding affinity (normalized) is 0.529. (4) The peptide sequence is FLKENGGL. The MHC is HLA-A68:01 with pseudo-sequence HLA-A68:01. The binding affinity (normalized) is 0. (5) The peptide sequence is TAIKEVVMAY. The MHC is HLA-A31:01 with pseudo-sequence HLA-A31:01. The binding affinity (normalized) is 0.227.